Dataset: Catalyst prediction with 721,799 reactions and 888 catalyst types from USPTO. Task: Predict which catalyst facilitates the given reaction. (1) Reactant: CC[C@@H]1[C@@H]2C[C@H]([C@@H](OC3C4C(=CC=CC=4)C(O[C@@H](C4C=CN=C5C=4C=C(OC)C=C5)[C@@H]4N5C[C@H](CC)[C@@H](CC5)C4)=NN=3)C3C=CN=C4C=3C=C([O:22]C)C=C4)N(CC2)C1.C([N:62]1[C:66]2[CH:67]=[CH:68][CH:69]=[CH:70][C:65]=2[N:64]=[C:63]1[C:71]1[CH:76]=[CH:75][CH:74]=[CH:73][C:72]=1[N+:77]([O-:79])=[O:78])C=C.[O-]S([O-])=O.[Na+].[Na+].[CH3:86][C:87]([OH:90])(C)[CH3:88]. Product: [N+:77]([C:72]1[CH:73]=[CH:74][CH:75]=[CH:76][C:71]=1[C:63]1[N:64]([CH2:86][CH:87]([OH:90])[CH2:88][OH:22])[C:65]2[CH:70]=[CH:69][CH:68]=[CH:67][C:66]=2[N:62]=1)([O-:79])=[O:78]. The catalyst class is: 232. (2) Reactant: [Cl:1][C:2]1[CH:3]=[C:4]([C:12]2[CH:16]=[C:15]([C:17]([NH:19][C:20]3[CH:25]=[CH:24][C:23]([CH:26]=[O:27])=[CH:22][CH:21]=3)=[O:18])[N:14](CC3C=CC(OC)=CC=3)[N:13]=2)[CH:5]=[CH:6][C:7]=1[O:8][CH:9]([CH3:11])[CH3:10].C(O)(C(F)(F)F)=O. Product: [Cl:1][C:2]1[CH:3]=[C:4]([C:12]2[CH:16]=[C:15]([C:17]([NH:19][C:20]3[CH:21]=[CH:22][C:23]([CH:26]=[O:27])=[CH:24][CH:25]=3)=[O:18])[NH:14][N:13]=2)[CH:5]=[CH:6][C:7]=1[O:8][CH:9]([CH3:11])[CH3:10]. The catalyst class is: 13. (3) Reactant: [F:1][C:2]1[CH:7]=[C:6]([CH3:8])[C:5]([S:9][CH2:10][C:11]([F:14])([F:13])[F:12])=[CH:4][C:3]=1[N:15]1[C:19]([O:20][CH2:21][C:22]([F:28])([F:27])[C:23]([F:26])([F:25])[F:24])=[CH:18][C:17]([O:29][CH3:30])=[N:16]1.ClC1C=CC=C(C(OO)=[O:39])C=1. Product: [F:1][C:2]1[CH:7]=[C:6]([CH3:8])[C:5]([S:9]([CH2:10][C:11]([F:12])([F:14])[F:13])=[O:39])=[CH:4][C:3]=1[N:15]1[C:19]([O:20][CH2:21][C:22]([F:27])([F:28])[C:23]([F:25])([F:26])[F:24])=[CH:18][C:17]([O:29][CH3:30])=[N:16]1. The catalyst class is: 22. (4) Reactant: [Cl:1][C:2]1[C:7]([N+:8]([O-])=O)=[CH:6][CH:5]=[CH:4][C:3]=1[CH3:11]. Product: [Cl:1][C:2]1[C:3]([CH3:11])=[CH:4][CH:5]=[CH:6][C:7]=1[NH2:8]. The catalyst class is: 180. (5) Reactant: [Cl:1][C:2]1[C:6]2[CH:7]=[N+:8]([O-])[CH:9]=[CH:10][C:5]=2[N:4]([C:12]([O:14][CH2:15][C:16]2[CH:21]=[CH:20][CH:19]=[CH:18][CH:17]=2)=[O:13])[CH:3]=1.[CH3:22][C:23]([NH2:30])([CH2:25][C:26]([CH3:29])([CH3:28])[CH3:27])[CH3:24].C1(C)C=CC(S(Cl)(=O)=O)=CC=1. Product: [Cl:1][C:2]1[C:6]2[C:7]([NH:30][C:23]([CH3:24])([CH2:25][C:26]([CH3:29])([CH3:28])[CH3:27])[CH3:22])=[N:8][CH:9]=[CH:10][C:5]=2[N:4]([C:12]([O:14][CH2:15][C:16]2[CH:21]=[CH:20][CH:19]=[CH:18][CH:17]=2)=[O:13])[CH:3]=1. The catalyst class is: 452. (6) Reactant: [N:1]1([CH2:7][C:8]2[CH:13]=[CH:12][C:11]([C:14]#[C:15][C:16]3[CH:24]=[CH:23][C:19]([C:20](O)=[O:21])=[CH:18][CH:17]=3)=[CH:10][CH:9]=2)[CH2:6][CH2:5][O:4][CH2:3][CH2:2]1.Cl.CN(C(ON1N=NC2C=CC=NC1=2)=[N+](C)C)C.F[P-](F)(F)(F)(F)F.CCN(C(C)C)C(C)C.[CH3:59][O:60][C:61](=[O:67])[C@@H:62]([NH2:66])[CH:63]1[CH2:65][CH2:64]1. Product: [CH3:59][O:60][C:61](=[O:67])[C@H:62]([CH:63]1[CH2:65][CH2:64]1)[NH:66][C:20](=[O:21])[C:19]1[CH:18]=[CH:17][C:16]([C:15]#[C:14][C:11]2[CH:12]=[CH:13][C:8]([CH2:7][N:1]3[CH2:6][CH2:5][O:4][CH2:3][CH2:2]3)=[CH:9][CH:10]=2)=[CH:24][CH:23]=1. The catalyst class is: 31. (7) Reactant: [CH3:1][C@H:2]([OH:9])[CH2:3][CH2:4][CH2:5][CH2:6][CH2:7][CH3:8].C1(P(C2C=CC=CC=2)C2C=CC=CC=2)C=CC=CC=1.[N+:29]([C:32]1[CH:40]=[CH:39][C:35]([C:36](O)=[O:37])=[CH:34][CH:33]=1)([O-:31])=[O:30].C(OC(N=NC(OC(C)C)=O)=O)(C)C.C1(C)C=CC=CC=1. Product: [N+:29]([C:32]1[CH:33]=[CH:34][C:35]([C:36]([O:9][C@@H:2]([CH2:3][CH2:4][CH2:5][CH2:6][CH2:7][CH3:8])[CH3:1])=[O:37])=[CH:39][CH:40]=1)([O-:31])=[O:30].[CH3:1][C@H:2]([OH:9])[CH2:3][CH2:4][CH2:5][CH2:6][CH2:7][CH3:8]. The catalyst class is: 20. (8) Reactant: C([O:3][C:4](=[O:14])[C:5]([C:7]1[CH:12]=[CH:11][C:10]([CH3:13])=[CH:9][CH:8]=1)=[O:6])C.[OH-].[Na+].Cl. Product: [CH3:13][C:10]1[CH:9]=[CH:8][C:7]([C:5](=[O:6])[C:4]([OH:14])=[O:3])=[CH:12][CH:11]=1. The catalyst class is: 8.